This data is from Catalyst prediction with 721,799 reactions and 888 catalyst types from USPTO. The task is: Predict which catalyst facilitates the given reaction. (1) Reactant: [O:1]=[C:2]1[CH2:10][C:9]2[C:4](=[CH:5][CH:6]=[C:7]([S:11](Cl)(=[O:13])=[O:12])[CH:8]=2)[NH:3]1.[CH3:15][N:16]1[CH2:21][CH2:20][NH:19][CH2:18][CH2:17]1. Product: [CH3:15][N:16]1[CH2:21][CH2:20][N:19]([S:11]([C:7]2[CH:8]=[C:9]3[C:4](=[CH:5][CH:6]=2)[NH:3][C:2](=[O:1])[CH2:10]3)(=[O:13])=[O:12])[CH2:18][CH2:17]1. The catalyst class is: 6. (2) The catalyst class is: 364. Product: [OH:35][NH:34][C:3](=[O:2])[C:4]1[CH:9]=[CH:8][C:7]([O:10][CH2:11][CH2:12][NH:13][C:14]([C:16]2[O:17][C:18]3[CH:24]=[CH:23][C:22]([O:25][CH2:26][CH2:27][N:28]4[CH2:29][CH2:30][CH2:31][CH2:32]4)=[CH:21][C:19]=3[CH:20]=2)=[O:15])=[CH:6][CH:5]=1. Reactant: C[O:2][C:3](=O)[C:4]1[CH:9]=[CH:8][C:7]([O:10][CH2:11][CH2:12][NH:13][C:14]([C:16]2[O:17][C:18]3[CH:24]=[CH:23][C:22]([O:25][CH2:26][CH2:27][N:28]4[CH2:32][CH2:31][CH2:30][CH2:29]4)=[CH:21][C:19]=3[CH:20]=2)=[O:15])=[CH:6][CH:5]=1.[NH2:34][OH:35].[OH-].[Na+]. (3) Reactant: [Br:1][C:2]1[CH:3]=[C:4]([NH:9][C:10]2[C:11]3[CH:19]=[C:18]([NH:20]CC4C=CC(OC)=CC=4)[N:17]=[CH:16][C:12]=3[N:13]=[CH:14][N:15]=2)[CH:5]=[CH:6][C:7]=1[Br:8].FC(F)(F)C(O)=O.C1(OC)C=CC=CC=1. Product: [Br:1][C:2]1[CH:3]=[C:4]([NH:9][C:10]2[C:11]3[CH:19]=[C:18]([NH2:20])[N:17]=[CH:16][C:12]=3[N:13]=[CH:14][N:15]=2)[CH:5]=[CH:6][C:7]=1[Br:8]. The catalyst class is: 2. (4) Reactant: [NH2:1][C:2]1[CH:3]=[C:4]([N:15]([CH2:20][C:21]2[CH:26]=[CH:25][C:24]([O:27][CH3:28])=[CH:23][CH:22]=2)[C:16](=[O:19])[O:17][CH3:18])[CH:5]=[C:6]([N:9]2[CH2:14][CH2:13][NH:12][CH2:11][CH2:10]2)[C:7]=1[F:8].[O:29]1[CH2:32][C:31](=O)[CH2:30]1.C(OC)(OC)OC.C([O-])(=O)C.[K+].C([BH3-])#N.[Na+]. Product: [NH2:1][C:2]1[CH:3]=[C:4]([N:15]([CH2:20][C:21]2[CH:22]=[CH:23][C:24]([O:27][CH3:28])=[CH:25][CH:26]=2)[C:16](=[O:19])[O:17][CH3:18])[CH:5]=[C:6]([N:9]2[CH2:10][CH2:11][N:12]([CH:31]3[CH2:32][O:29][CH2:30]3)[CH2:13][CH2:14]2)[C:7]=1[F:8]. The catalyst class is: 111. (5) Reactant: [O:1]1[CH:5]=[CH:4][CH:3]=[C:2]1[C:6]1[O:7][C:8]([CH3:38])=[C:9]([CH2:11][O:12][C:13]2[CH:35]=[CH:34][C:16]([CH2:17][O:18][C:19]3[C:23]([CH2:24][C:25](O)=[O:26])=[CH:22][N:21]([C:28]4[CH:33]=[CH:32][CH:31]=[CH:30][CH:29]=4)[N:20]=3)=[CH:15][C:14]=2[O:36][CH3:37])[N:10]=1.O1CCCC1.B.O1CCCC1.Cl. Product: [O:1]1[CH:5]=[CH:4][CH:3]=[C:2]1[C:6]1[O:7][C:8]([CH3:38])=[C:9]([CH2:11][O:12][C:13]2[CH:35]=[CH:34][C:16]([CH2:17][O:18][C:19]3[C:23]([CH2:24][CH2:25][OH:26])=[CH:22][N:21]([C:28]4[CH:29]=[CH:30][CH:31]=[CH:32][CH:33]=4)[N:20]=3)=[CH:15][C:14]=2[O:36][CH3:37])[N:10]=1. The catalyst class is: 6. (6) Reactant: [CH2:1]([O:3][C:4](=[O:16])[C:5]([S:8][C:9]1[CH:14]=[CH:13][C:12]([OH:15])=[CH:11][CH:10]=1)([CH3:7])[CH3:6])[CH3:2].Cl[CH2:18][CH2:19][N:20]1[C:25](=[O:26])[C:24]2[N:27]([CH3:33])[N:28]=[C:29]([CH2:30][CH2:31][CH3:32])[C:23]=2[N:22]=[C:21]1[CH2:34][CH3:35].C(=O)([O-])[O-].[K+].[K+]. Product: [CH2:1]([O:3][C:4](=[O:16])[C:5]([S:8][C:9]1[CH:10]=[CH:11][C:12]([O:15][CH2:18][CH2:19][N:20]2[C:25](=[O:26])[C:24]3[N:27]([CH3:33])[N:28]=[C:29]([CH2:30][CH2:31][CH3:32])[C:23]=3[N:22]=[C:21]2[CH2:34][CH3:35])=[CH:13][CH:14]=1)([CH3:7])[CH3:6])[CH3:2]. The catalyst class is: 596.